This data is from Retrosynthesis with 50K atom-mapped reactions and 10 reaction types from USPTO. The task is: Predict the reactants needed to synthesize the given product. Given the product CC(C)(C)NS(=O)(=O)CCN, predict the reactants needed to synthesize it. The reactants are: CC(C)(C)NS(=O)(=O)CCNC(=O)OCc1ccccc1.